From a dataset of Full USPTO retrosynthesis dataset with 1.9M reactions from patents (1976-2016). Predict the reactants needed to synthesize the given product. Given the product [OH:31][C:32]1([C:39]2[CH:40]=[N:41][C:42]([CH3:45])=[CH:43][CH:44]=2)[CH2:33][CH2:34][CH:35]([N:8]2[CH2:9][CH:10]([NH:12][C:13](=[O:30])[CH2:14][NH:15][C:16]3[C:24]4[C:19](=[CH:20][CH:21]=[C:22]([C:25]([F:27])([F:26])[F:28])[CH:23]=4)[N:18]([CH3:29])[N:17]=3)[CH2:11]2)[CH2:36][CH2:37]1, predict the reactants needed to synthesize it. The reactants are: OC(C(F)(F)F)=O.[NH:8]1[CH2:11][CH:10]([NH:12][C:13](=[O:30])[CH2:14][NH:15][C:16]2[C:24]3[C:19](=[CH:20][CH:21]=[C:22]([C:25]([F:28])([F:27])[F:26])[CH:23]=3)[N:18]([CH3:29])[N:17]=2)[CH2:9]1.[OH:31][C:32]1([C:39]2[CH:40]=[N:41][C:42]([CH3:45])=[CH:43][CH:44]=2)[CH2:37][CH2:36][C:35](=O)[CH2:34][CH2:33]1.